This data is from Forward reaction prediction with 1.9M reactions from USPTO patents (1976-2016). The task is: Predict the product of the given reaction. (1) Given the reactants [Cl:1][CH:2]1[O:6][C:3]1([CH3:5])[CH3:4].[C:7]1([CH:13]([NH2:20])[C:14]2[CH:19]=[CH:18][CH:17]=[CH:16][CH:15]=2)[CH:12]=[CH:11][CH:10]=[CH:9][CH:8]=1, predict the reaction product. The product is: [ClH:1].[C:14]1([CH:13]([C:7]2[CH:8]=[CH:9][CH:10]=[CH:11][CH:12]=2)[N:20]2[CH2:4][C:3]([OH:6])([CH3:5])[CH2:2]2)[CH:15]=[CH:16][CH:17]=[CH:18][CH:19]=1. (2) Given the reactants CN(C(ON1N=NC2C=CC=NC1=2)=[N+](C)C)C.F[P-](F)(F)(F)(F)F.[F:25][C:26]1[CH:34]=[CH:33][C:29]([C:30]([OH:32])=O)=[C:28]([N+:35]([O-:37])=[O:36])[CH:27]=1.Cl.[NH2:39][C@H:40]([C:49]([O:51][C:52]([CH3:55])([CH3:54])[CH3:53])=[O:50])[CH2:41][C:42]([O:44][C:45]([CH3:48])([CH3:47])[CH3:46])=[O:43].C(N(CC)C(C)C)(C)C.Cl, predict the reaction product. The product is: [F:25][C:26]1[CH:34]=[CH:33][C:29]([C:30]([NH:39][C@H:40]([C:49]([O:51][C:52]([CH3:55])([CH3:54])[CH3:53])=[O:50])[CH2:41][C:42]([O:44][C:45]([CH3:47])([CH3:48])[CH3:46])=[O:43])=[O:32])=[C:28]([N+:35]([O-:37])=[O:36])[CH:27]=1. (3) Given the reactants Cl[C:2]1[S:6][C:5]([C:7]([O:9][CH3:10])=[O:8])=[CH:4][C:3]=1[N+:11]([O-:13])=[O:12].[CH:14]1([NH2:20])[CH2:19][CH2:18][CH2:17][CH2:16][CH2:15]1.O, predict the reaction product. The product is: [CH:14]1([NH:20][C:2]2[S:6][C:5]([C:7]([O:9][CH3:10])=[O:8])=[CH:4][C:3]=2[N+:11]([O-:13])=[O:12])[CH2:19][CH2:18][CH2:17][CH2:16][CH2:15]1.